From a dataset of Reaction yield outcomes from USPTO patents with 853,638 reactions. Predict the reaction yield, written as a fraction of the theoretical maximum amount of product (1.0 means a 100% yield; for example, 0.34 means a 34% yield). (1) The reactants are [Cl:1][C:2]1[C:10]2[C:5](=[CH:6][C:7]([S:11]([N:14]3[CH2:19][C:18](=[O:20])[N:17]([CH2:21][CH:22]4[CH2:27][CH2:26][N:25]([C:28]5[CH:33]=[CH:32][C:31](=[O:34])[N:30]([CH3:35])[N:29]=5)[CH2:24][CH2:23]4)[CH:16]([C:36]([OH:38])=O)[CH2:15]3)(=[O:13])=[O:12])=[CH:8][CH:9]=2)[NH:4][CH:3]=1.[NH:39]1[CH2:44][CH2:43][O:42][CH2:41][CH2:40]1.F[B-](F)(F)F.N1(OC(N(C)C)=[N+](C)C)C2C=CC=CC=2N=N1. The catalyst is CN(C)C=O. The product is [Cl:1][C:2]1[C:10]2[C:5](=[CH:6][C:7]([S:11]([N:14]3[CH2:19][C:18](=[O:20])[N:17]([CH2:21][CH:22]4[CH2:27][CH2:26][N:25]([C:28]5[CH:33]=[CH:32][C:31](=[O:34])[N:30]([CH3:35])[N:29]=5)[CH2:24][CH2:23]4)[CH:16]([C:36]([N:39]4[CH2:44][CH2:43][O:42][CH2:41][CH2:40]4)=[O:38])[CH2:15]3)(=[O:13])=[O:12])=[CH:8][CH:9]=2)[NH:4][CH:3]=1. The yield is 0.680. (2) The reactants are CO[C:3]1[C:4]([O:11][CH2:12][C:13]2[CH:18]=[CH:17][C:16]([N+:19]([O-:21])=[O:20])=[CH:15][CH:14]=2)=[C:5]([CH:8]=[CH:9][CH:10]=1)[CH:6]=O.[CH3:22][O:23]C1C=CC2OC(C3C=CC(F)=CC=3)=CC=2C=1. No catalyst specified. The product is [CH3:22][O:23][C:9]1[CH:10]=[CH:3][C:4]2[O:11][C:12]([C:13]3[CH:14]=[CH:15][C:16]([N+:19]([O-:21])=[O:20])=[CH:17][CH:18]=3)=[CH:6][C:5]=2[CH:8]=1. The yield is 0.890. (3) The reactants are [CH2:1]([N:8]1[C:12]2=[N:13][C:14]([C:17]([OH:19])=[O:18])=[CH:15][CH:16]=[C:11]2[CH:10]=[CH:9]1)[C:2]1[CH:7]=[CH:6][CH:5]=[CH:4][CH:3]=1.[N+](=[CH2:22])=[N-].C(OCC)C. The catalyst is C(Cl)Cl. The product is [CH3:22][O:18][C:17]([C:14]1[N:13]=[C:12]2[N:8]([CH2:1][C:2]3[CH:3]=[CH:4][CH:5]=[CH:6][CH:7]=3)[CH:9]=[CH:10][C:11]2=[CH:16][CH:15]=1)=[O:19]. The yield is 1.00. (4) The reactants are ClC(O[C:5]1[CH:10]=[CH:9][CH:8]=[CH:7][CH:6]=1)=O.[NH2:11][C:12]1[S:13][C:14]2[CH:20]=[C:19]([Br:21])[CH:18]=[CH:17][C:15]=2[N:16]=1.[CH2:22]([N:24]([CH2:27][CH3:28])[CH2:25][CH3:26])C.[OH2:29].[C:30](#[N:32])C. The catalyst is CC(N(C)C)=O. The product is [Br:21][C:19]1[CH:18]=[CH:17][C:15]2[N:16]=[C:12]([NH:11][C:22]([N:24]3[CH2:27][CH2:28][C:5](=[CH:10][C:9]4[CH:8]=[CH:7][CH:6]=[CH:30][N:32]=4)[CH2:26][CH2:25]3)=[O:29])[S:13][C:14]=2[CH:20]=1. The yield is 0.620.